Dataset: Forward reaction prediction with 1.9M reactions from USPTO patents (1976-2016). Task: Predict the product of the given reaction. (1) Given the reactants [CH2:1]([O:8][CH2:9][C@H:10]1[O:15][C@@H:14]([CH3:16])[CH2:13][N:12](CC2C=CC(OC)=CC=2OC)[CH2:11]1)[C:2]1[CH:7]=[CH:6][CH:5]=[CH:4][CH:3]=1.ClC(OC(Cl)C)=O.CO, predict the reaction product. The product is: [CH2:1]([O:8][CH2:9][C@H:10]1[O:15][C@@H:14]([CH3:16])[CH2:13][NH:12][CH2:11]1)[C:2]1[CH:3]=[CH:4][CH:5]=[CH:6][CH:7]=1. (2) Given the reactants [N:1]1([C:10]2[N:15]=[C:14]([NH:16][C@H:17]3[CH2:22][CH2:21][C@H:20]([OH:23])[CH2:19][CH2:18]3)[C:13]([N+:24]([O-])=O)=[CH:12][N:11]=2)[C:5]2[CH:6]=[CH:7][CH:8]=[CH:9][C:4]=2[N:3]=[CH:2]1.S(S([O-])=O)([O-])=O.[Na+].[Na+].C([O-])(O)=O.[Na+], predict the reaction product. The product is: [NH2:24][C:13]1[C:14]([NH:16][C@H:17]2[CH2:18][CH2:19][C@H:20]([OH:23])[CH2:21][CH2:22]2)=[N:15][C:10]([N:1]2[C:5]3[CH:6]=[CH:7][CH:8]=[CH:9][C:4]=3[N:3]=[CH:2]2)=[N:11][CH:12]=1.